Dataset: Full USPTO retrosynthesis dataset with 1.9M reactions from patents (1976-2016). Task: Predict the reactants needed to synthesize the given product. (1) Given the product [CH:1]1([N:4]([CH2:35][C:32]2[NH:31][C:30]3[CH:29]=[CH:28][CH:27]=[C:26]([N:23]4[CH2:22][CH2:21][N:20]([CH3:19])[CH2:25][CH2:24]4)[C:34]=3[N:33]=2)[CH:5]2[C:14]3[N:13]=[CH:12][CH:11]=[CH:10][C:9]=3[CH2:8][CH2:7][CH2:6]2)[CH2:2][CH2:3]1, predict the reactants needed to synthesize it. The reactants are: [CH:1]1([NH:4][CH:5]2[C:14]3[N:13]=[CH:12][CH:11]=[CH:10][C:9]=3[CH2:8][CH2:7][CH2:6]2)[CH2:3][CH2:2]1.C(O)(=O)C.[CH3:19][N:20]1[CH2:25][CH2:24][N:23]([C:26]2[C:34]3[N:33]=[C:32]([CH:35]=O)[NH:31][C:30]=3[CH:29]=[CH:28][CH:27]=2)[CH2:22][CH2:21]1.C(O[BH-](OC(=O)C)OC(=O)C)(=O)C.[Na+].C([O-])(O)=O.[Na+]. (2) Given the product [F:3][C:4]1[C:5]([CH2:16][N:17]([CH3:25])[C:18](=[O:24])[O:19][C:20]([CH3:21])([CH3:22])[CH3:23])=[CH:6][N:7]([S:48]([C:44]2[CH:45]=[N:46][CH:47]=[C:42]([F:41])[CH:43]=2)(=[O:50])=[O:49])[C:8]=1[C:9]1[C:10]([F:15])=[N:11][CH:12]=[CH:13][CH:14]=1, predict the reactants needed to synthesize it. The reactants are: [H-].[Na+].[F:3][C:4]1[C:5]([CH2:16][N:17]([CH3:25])[C:18](=[O:24])[O:19][C:20]([CH3:23])([CH3:22])[CH3:21])=[CH:6][NH:7][C:8]=1[C:9]1[C:10]([F:15])=[N:11][CH:12]=[CH:13][CH:14]=1.C1OCCOCCOCCOCCOC1.[F:41][C:42]1[CH:43]=[C:44]([S:48](Cl)(=[O:50])=[O:49])[CH:45]=[N:46][CH:47]=1. (3) Given the product [F:34][C:28]1[CH:29]=[C:30]([F:33])[CH:31]=[CH:32][C:27]=1[C@:14]12[CH2:16][O:17][C@@H:18]([C:20]3[O:21][CH:26]=[C:23]([CH3:24])[N:22]=3)[CH2:19][C@H:13]1[CH2:12][S:11][C:10]([NH:9][C:1](=[O:8])[C:2]1[CH:7]=[CH:6][CH:5]=[CH:4][CH:3]=1)=[N:15]2, predict the reactants needed to synthesize it. The reactants are: [C:1]([NH:9][C:10]1[S:11][CH2:12][C@@H:13]2[CH2:19][C@H:18]([C:20]([NH:22][CH:23]([CH3:26])[CH:24]=O)=[O:21])[O:17][CH2:16][C@:14]2([C:27]2[CH:32]=[CH:31][C:30]([F:33])=[CH:29][C:28]=2[F:34])[N:15]=1)(=[O:8])[C:2]1[CH:7]=[CH:6][CH:5]=[CH:4][CH:3]=1.CC[N+](S(N=C(OC)[O-])(=O)=O)(CC)CC. (4) Given the product [CH3:31][NH:32][C:33]([C:35]1[CH:40]=[C:39]([O:41][C:42]2[CH:47]=[CH:46][C:45]([NH:48][C:11]([NH:1][C:2]3[CH:3]=[C:4]([O:8][CH3:9])[N:5]=[CH:6][N:7]=3)=[O:13])=[C:44]([F:49])[CH:43]=2)[CH:38]=[CH:37][N:36]=1)=[O:34], predict the reactants needed to synthesize it. The reactants are: [NH2:1][C:2]1[N:7]=[CH:6][N:5]=[C:4]([O:8][CH3:9])[CH:3]=1.Cl[C:11](Cl)([O:13]C(=O)OC(Cl)(Cl)Cl)Cl.C(N(C(C)C)CC)(C)C.[CH3:31][NH:32][C:33]([C:35]1[CH:40]=[C:39]([O:41][C:42]2[CH:47]=[CH:46][C:45]([NH2:48])=[C:44]([F:49])[CH:43]=2)[CH:38]=[CH:37][N:36]=1)=[O:34]. (5) The reactants are: [CH2:1]([C:3]1[CH:19]=[CH:18][C:6]([O:7][C:8]2[CH:13]=[CH:12][C:11]([C:14](=[O:16])[CH3:15])=[CH:10][C:9]=2[F:17])=[C:5]([OH:20])[CH:4]=1)[CH3:2].[C:21]([NH:28][CH2:29][C:30](O)=[O:31])([O:23][C:24]([CH3:27])([CH3:26])[CH3:25])=[O:22].F[P-](F)(F)(F)(F)F.N1(O[P+](N(C)C)(N(C)C)N(C)C)C2C=CC=CC=2N=N1.C(N(CC)CC)C. Given the product [C:14]([C:11]1[CH:12]=[CH:13][C:8]([O:7][C:6]2[CH:18]=[CH:19][C:3]([CH2:1][CH3:2])=[CH:4][C:5]=2[O:20][C:30](=[O:31])[CH2:29][NH:28][C:21]([O:23][C:24]([CH3:26])([CH3:25])[CH3:27])=[O:22])=[C:9]([F:17])[CH:10]=1)(=[O:16])[CH3:15], predict the reactants needed to synthesize it.